From a dataset of Retrosynthesis with 50K atom-mapped reactions and 10 reaction types from USPTO. Predict the reactants needed to synthesize the given product. Given the product O=C1CNCCN1c1cccc(Cl)c1, predict the reactants needed to synthesize it. The reactants are: CC(C)(C)OC(=O)N1CCN(c2cccc(Cl)c2)C(=O)C1.